This data is from Full USPTO retrosynthesis dataset with 1.9M reactions from patents (1976-2016). The task is: Predict the reactants needed to synthesize the given product. (1) Given the product [F:28][C:20]1[C:21]([C:22]2[CH:23]=[N:24][CH:25]=[CH:26][CH:27]=2)=[C:16]([F:15])[CH:17]=[CH:18][C:19]=1[C:2]1[N:6]2[CH:7]=[CH:8][C:9]([C:11]([F:14])([F:13])[F:12])=[N:10][C:5]2=[N:4][CH:3]=1, predict the reactants needed to synthesize it. The reactants are: Br[C:2]1[N:6]2[CH:7]=[CH:8][C:9]([C:11]([F:14])([F:13])[F:12])=[N:10][C:5]2=[N:4][CH:3]=1.[F:15][C:16]1[C:21]([C:22]2[CH:23]=[N:24][CH:25]=[CH:26][CH:27]=2)=[C:20]([F:28])[CH:19]=[CH:18][C:17]=1B(O)O. (2) Given the product [NH:16]([C:3]1[N:8]=[C:7]([C:9]2[CH:14]=[CH:13][CH:12]=[CH:11][N:10]=2)[CH:6]=[CH:5][N:4]=1)[NH2:17], predict the reactants needed to synthesize it. The reactants are: CS[C:3]1[N:8]=[C:7]([C:9]2[CH:14]=[CH:13][CH:12]=[CH:11][N:10]=2)[CH:6]=[CH:5][N:4]=1.O.[NH2:16][NH2:17]. (3) Given the product [Cl:1][C:2]1[CH:3]=[CH:4][C:5]([S:8][C:9]2[N:13]([CH3:14])[C:12]([C:15]3[CH:20]=[CH:19][CH:18]=[CH:17][N:16]=3)=[N:11][C:10]=2[C:21]2[CH:26]=[CH:25][C:24]([C:27]3[N:28]=[N:29][N:30]([CH3:32])[N:31]=3)=[CH:23][CH:22]=2)=[CH:6][CH:7]=1, predict the reactants needed to synthesize it. The reactants are: [Cl:1][C:2]1[CH:7]=[CH:6][C:5]([S:8][C:9]2[N:13]([CH3:14])[C:12]([C:15]3[CH:20]=[CH:19][CH:18]=[CH:17][N:16]=3)=[N:11][C:10]=2[C:21]2[CH:26]=[CH:25][C:24]([C:27]3[N:28]=[N:29][NH:30][N:31]=3)=[CH:23][CH:22]=2)=[CH:4][CH:3]=1.[C:32]([O-])([O-])=O.[K+].[K+].CI. (4) The reactants are: [H-].[Na+].C1([C:30]2[CH:29]=[CH:28][C:27]3[N:26](C4C=C[C:25]5[NH:26][C:27]6[C:32]([C:33]=5C=4)=[CH:31][C:30]([N:26]4[C:25]5C=CC(C7C=CC=CC=7)=C[C:33]=5[C:32]5[C:27]4=[CH:28][CH:29]=[CH:30][CH:31]=5)=[CH:29][CH:28]=6)[C:25]4[C:33]([C:32]=3[CH:31]=2)=CC=CC=4)C=CC=CC=1.Cl[C:55]1[N:60]=[C:59]([C:61]2[CH:66]=[CH:65][CH:64]=[CH:63][CH:62]=2)[N:58]=[C:57]([C:67]2[CH:72]=[CH:71][CH:70]=[CH:69][CH:68]=2)[N:56]=1. Given the product [C:29]1([C:55]2[N:60]=[C:59]([C:61]3[CH:66]=[CH:65][CH:64]=[CH:63][CH:62]=3)[N:58]=[C:57]([C:67]3[CH:72]=[CH:71][C:70]4[N:26]([C:30]5[CH:29]=[CH:28][C:27]6[NH:26][C:25]7[C:33]([C:32]=6[CH:31]=5)=[CH:25][C:33]([N:26]5[C:27]6[CH:28]=[CH:29][C:30]([C:55]8[N:60]=[C:59]([C:61]9[CH:62]=[CH:63][CH:64]=[CH:65][CH:66]=9)[N:58]=[C:57]([C:67]9[CH:68]=[CH:69][CH:70]=[CH:71][CH:72]=9)[N:56]=8)=[CH:31][C:32]=6[C:33]6[C:25]5=[CH:30][CH:29]=[CH:28][CH:27]=6)=[CH:32][CH:31]=7)[C:27]5[C:32]([C:69]=4[CH:68]=3)=[CH:31][CH:30]=[CH:29][CH:28]=5)[N:56]=2)[CH:28]=[CH:27][CH:32]=[CH:31][CH:30]=1, predict the reactants needed to synthesize it. (5) Given the product [CH2:22]([O:21][C:12]1[CH:13]=[C:14]2[C@:15]3([CH2:19][O:18][C:17]([NH2:20])=[N:16]3)[C:4]3[C:5](=[N:6][CH:7]=[C:2]([C:29]4[CH:28]=[N:27][CH:32]=[CH:31][CH:30]=4)[CH:3]=3)[O:8][C:9]2=[CH:10][CH:11]=1)[C:23]([CH3:26])([CH3:25])[CH3:24], predict the reactants needed to synthesize it. The reactants are: Br[C:2]1[CH:3]=[C:4]2[C@@:15]3([CH2:19][O:18][C:17]([NH2:20])=[N:16]3)[C:14]3[C:9](=[CH:10][CH:11]=[C:12]([O:21][CH2:22][C:23]([CH3:26])([CH3:25])[CH3:24])[CH:13]=3)[O:8][C:5]2=[N:6][CH:7]=1.[N:27]1[CH:32]=[CH:31][CH:30]=[C:29](B(O)O)[CH:28]=1.C1COCC1.C(=O)([O-])[O-].[K+].[K+]. (6) Given the product [Cl:1][C:2]1[CH:10]=[C:9]2[C:5]([C:6]([C:11]([OH:13])=[O:12])=[CH:7][NH:8]2)=[CH:4][C:3]=1[C:15]1[CH:16]=[CH:17][C:18]([O:21][CH2:22][CH2:23][CH2:24][N:25]2[CH2:26][CH2:27][O:28][CH2:29][CH2:30]2)=[CH:19][CH:20]=1, predict the reactants needed to synthesize it. The reactants are: [Cl:1][C:2]1[CH:10]=[C:9]2[C:5]([C:6]([C:11]([O:13]C)=[O:12])=[CH:7][NH:8]2)=[CH:4][C:3]=1[C:15]1[CH:20]=[CH:19][C:18]([O:21][CH2:22][CH2:23][CH2:24][N:25]2[CH2:30][CH2:29][O:28][CH2:27][CH2:26]2)=[CH:17][CH:16]=1.[OH-].[Na+].Cl. (7) Given the product [F:20][C:19]1([F:21])[C:2]2([CH2:7][CH2:6][N:5]([C:8]([O:10][C:11]([CH3:14])([CH3:13])[CH3:12])=[O:9])[CH2:4][CH2:3]2)[CH2:1]1, predict the reactants needed to synthesize it. The reactants are: [CH2:1]=[C:2]1[CH2:7][CH2:6][N:5]([C:8]([O:10][C:11]([CH3:14])([CH3:13])[CH3:12])=[O:9])[CH2:4][CH2:3]1.[Na+].[I-].C[Si](C)(C)[C:19](F)([F:21])[F:20]. (8) Given the product [C:17]([N:20]1[C:29]2[C:24](=[CH:25][C:26]([Br:30])=[CH:27][CH:28]=2)[CH2:23][CH2:22][CH:21]1[C:31]([N:1]1[CH2:2][CH:3]([N:5]2[CH2:6][CH2:7][N:8]([C:11](=[O:16])[C:12]([F:13])([F:14])[F:15])[CH2:9][CH2:10]2)[CH2:4]1)=[O:32])(=[O:19])[CH3:18], predict the reactants needed to synthesize it. The reactants are: [NH:1]1[CH2:4][CH:3]([N:5]2[CH2:10][CH2:9][N:8]([C:11](=[O:16])[C:12]([F:15])([F:14])[F:13])[CH2:7][CH2:6]2)[CH2:2]1.[C:17]([N:20]1[C:29]2[C:24](=[CH:25][C:26]([Br:30])=[CH:27][CH:28]=2)[CH2:23][CH2:22][CH:21]1[C:31](O)=[O:32])(=[O:19])[CH3:18].CCN(CC)CC.CN(C(ON1N=NC2C=CC=NC1=2)=[N+](C)C)C.F[P-](F)(F)(F)(F)F.